Dataset: HIV replication inhibition screening data with 41,000+ compounds from the AIDS Antiviral Screen. Task: Binary Classification. Given a drug SMILES string, predict its activity (active/inactive) in a high-throughput screening assay against a specified biological target. (1) The compound is O=C(Cn1c(=O)cc(Nc2ccccc2)c2ccccc21)Nc1ccccc1. The result is 0 (inactive). (2) The molecule is CCCCCC=C(c1cc(Br)c(OC)c(Br)c1)c1cc(Br)c(OC)c(Br)c1. The result is 0 (inactive). (3) The molecule is CN1CCN(C(=S)N(C)C(=O)c2cccs2)CC1. The result is 0 (inactive). (4) The result is 1 (active). The compound is CNC(=O)c1ccc(NC(=O)Nc2cccc(C3=NCCN3)c2)cc1NC(=O)Nc1cccc(C2=NCCN2)c1. (5) The drug is O=C1NC(NN=CC(O)C(O)C(O)CO)=NC1=Cc1ccccc1. The result is 0 (inactive).